This data is from Full USPTO retrosynthesis dataset with 1.9M reactions from patents (1976-2016). The task is: Predict the reactants needed to synthesize the given product. (1) Given the product [CH3:1][C:2]([N:9]1[CH2:10][CH2:11][C:12]2([C:16](=[O:17])[NH:15][CH:14]([CH3:18])[CH2:13]2)[CH2:19][CH2:20]1)([CH3:8])[CH:3]=[O:4], predict the reactants needed to synthesize it. The reactants are: [CH3:1][C:2]([N:9]1[CH2:20][CH2:19][C:12]2([C:16](=[O:17])[NH:15][CH:14]([CH3:18])[CH2:13]2)[CH2:11][CH2:10]1)([CH3:8])[C:3](OCC)=[O:4].CC(C[AlH]CC(C)C)C. (2) Given the product [CH:1]([C:14]1[N:15]=[C:16]([C:20]2[CH:25]=[CH:24][CH:23]=[C:22]([C:26]3[CH:27]=[CH:28][CH:29]=[CH:30][CH:31]=3)[C:21]=2[OH:32])[CH:17]=[CH:18][CH:19]=1)([C:8]1[CH:9]=[CH:10][CH:11]=[CH:12][CH:13]=1)[C:2]1[CH:3]=[CH:4][CH:5]=[CH:6][CH:7]=1, predict the reactants needed to synthesize it. The reactants are: [CH:1]([C:14]1[CH:19]=[CH:18][CH:17]=[C:16]([C:20]2[C:21]([O:32]CC3C=CC(F)=CC=3)=[C:22]([C:26]3[CH:31]=[CH:30][CH:29]=[CH:28][CH:27]=3)[CH:23]=[CH:24][CH:25]=2)[N:15]=1)([C:8]1[CH:13]=[CH:12][CH:11]=[CH:10][CH:9]=1)[C:2]1[CH:7]=[CH:6][CH:5]=[CH:4][CH:3]=1.